This data is from CYP2C19 inhibition data for predicting drug metabolism from PubChem BioAssay. The task is: Regression/Classification. Given a drug SMILES string, predict its absorption, distribution, metabolism, or excretion properties. Task type varies by dataset: regression for continuous measurements (e.g., permeability, clearance, half-life) or binary classification for categorical outcomes (e.g., BBB penetration, CYP inhibition). Dataset: cyp2c19_veith. (1) The compound is Clc1ccccc1-c1nccc(-n2ccnc2)n1. The result is 1 (inhibitor). (2) The compound is COCC(=O)N1CCC2(CCN(Cc3ccccc3OC)CC2)CC1. The result is 0 (non-inhibitor). (3) The drug is CCS(=O)(=O)CCn1c([N+](=O)[O-])cnc1C. The result is 0 (non-inhibitor). (4) The drug is CCOC(=O)c1c(NC(=O)c2ccc(N3CCOCC3)c([N+](=O)[O-])c2)sc(C)c1C. The result is 0 (non-inhibitor).